This data is from Reaction yield outcomes from USPTO patents with 853,638 reactions. The task is: Predict the reaction yield, written as a fraction of the theoretical maximum amount of product (1.0 means a 100% yield; for example, 0.34 means a 34% yield). The reactants are [Cl-].[OH:2][CH2:3][C:4]1[CH:5]=[C:6]([CH:27]=[CH:28][CH:29]=1)[CH2:7][P+](C1C=CC=CC=1)(C1C=CC=CC=1)C1C=CC=CC=1.[CH:30]([C:32]1[N:37]=[CH:36][C:35]([N:38]2[CH2:43][CH2:42][N:41]([C:44]([O:46][C:47]([CH3:50])([CH3:49])[CH3:48])=[O:45])[CH2:40][CH2:39]2)=[CH:34][CH:33]=1)=O. No catalyst specified. The product is [OH:2][CH2:3][C:4]1[CH:5]=[C:6]([CH:7]=[CH:30][C:32]2[N:37]=[CH:36][C:35]([N:38]3[CH2:43][CH2:42][N:41]([C:44]([O:46][C:47]([CH3:50])([CH3:49])[CH3:48])=[O:45])[CH2:40][CH2:39]3)=[CH:34][CH:33]=2)[CH:27]=[CH:28][CH:29]=1. The yield is 0.702.